Predict which catalyst facilitates the given reaction. From a dataset of Catalyst prediction with 721,799 reactions and 888 catalyst types from USPTO. (1) Reactant: [C:1]([O:5][C:6]([N:8]1[CH2:13][CH2:12][CH:11]([CH2:14][CH2:15][N:16]2[CH2:21][CH2:20][N:19]([C:22]3[CH:27]=[CH:26][C:25]([C:28]([NH:30][NH2:31])=[O:29])=[CH:24][CH:23]=3)[CH2:18][CH2:17]2)[CH2:10][CH2:9]1)=[O:7])([CH3:4])([CH3:3])[CH3:2].CCN(C(C)C)C(C)C.[C:41](Cl)(=[O:44])[CH2:42]C. Product: [C:1]([O:5][C:6]([N:8]1[CH2:13][CH2:12][CH:11]([CH2:14][CH2:15][N:16]2[CH2:17][CH2:18][N:19]([C:22]3[CH:23]=[CH:24][C:25]([C:28]([NH:30][NH:31][C:41](=[O:44])[CH3:42])=[O:29])=[CH:26][CH:27]=3)[CH2:20][CH2:21]2)[CH2:10][CH2:9]1)=[O:7])([CH3:4])([CH3:2])[CH3:3]. The catalyst class is: 1. (2) Reactant: [CH2:1]([C@@H:8]1[CH2:13][N:12]([CH2:14][C:15]2[CH:20]=[CH:19][CH:18]=[CH:17][CH:16]=2)[CH2:11][CH2:10][N:9]1[C:21]([C:23]1[N:24]=[CH:25][N:26]([C@H:34]2[CH2:39][CH2:38][CH2:37][CH2:36][C@@H:35]2[NH2:40])[C:27]=1[C:28]1[CH:33]=[CH:32][CH:31]=[CH:30][CH:29]=1)=[O:22])[C:2]1[CH:7]=[CH:6][CH:5]=[CH:4][CH:3]=1.C(N(CC)CC)C.Cl[C:49]([O:51][CH3:52])=[O:50]. Product: [CH2:1]([C@@H:8]1[CH2:13][N:12]([CH2:14][C:15]2[CH:20]=[CH:19][CH:18]=[CH:17][CH:16]=2)[CH2:11][CH2:10][N:9]1[C:21]([C:23]1[N:24]=[CH:25][N:26]([C@H:34]2[CH2:39][CH2:38][CH2:37][CH2:36][C@@H:35]2[NH:40][C:49](=[O:50])[O:51][CH3:52])[C:27]=1[C:28]1[CH:33]=[CH:32][CH:31]=[CH:30][CH:29]=1)=[O:22])[C:2]1[CH:3]=[CH:4][CH:5]=[CH:6][CH:7]=1. The catalyst class is: 4. (3) Reactant: C(OC(=O)[NH:7][CH2:8][CH2:9][C:10](=[O:18])[NH:11][C:12]1[CH:16]=[C:15]([CH3:17])[O:14][N:13]=1)(C)(C)C.[Si]([I:24])(C)(C)C.CO. Product: [IH:24].[NH2:7][CH2:8][CH2:9][C:10]([NH:11][C:12]1[CH:16]=[C:15]([CH3:17])[O:14][N:13]=1)=[O:18]. The catalyst class is: 23.